From a dataset of Forward reaction prediction with 1.9M reactions from USPTO patents (1976-2016). Predict the product of the given reaction. (1) Given the reactants [CH3:1][C:2]1([CH3:19])[C:10]2[C:5](=[CH:6][C:7]([N+:15]([O-:17])=[O:16])=[C:8]([NH:11]C(=O)C)[CH:9]=2)[NH:4][C:3]1=[O:18].Br[CH2:21][C:22]1[CH:27]=[CH:26][C:25]([O:28][CH3:29])=[C:24]([F:30])[CH:23]=1.C([O-])([O-])=O.[K+].[K+], predict the reaction product. The product is: [NH2:11][C:8]1[CH:9]=[C:10]2[C:5](=[CH:6][C:7]=1[N+:15]([O-:17])=[O:16])[N:4]([CH2:21][C:22]1[CH:27]=[CH:26][C:25]([O:28][CH3:29])=[C:24]([F:30])[CH:23]=1)[C:3](=[O:18])[C:2]2([CH3:1])[CH3:19]. (2) Given the reactants [C:1]1([C@@H:7]([CH3:13])[CH2:8][NH:9][C:10]([NH2:12])=[S:11])[CH:6]=[CH:5][CH:4]=[CH:3][CH:2]=1.Br[CH:15]([CH2:19][CH3:20])[C:16](O)=[O:17], predict the reaction product. The product is: [CH2:19]([C@@H:15]1[S:11][C:10]([NH:9][CH2:8][C@@H:7]([C:1]2[CH:6]=[CH:5][CH:4]=[CH:3][CH:2]=2)[CH3:13])=[N:12][C:16]1=[O:17])[CH3:20].